From a dataset of Forward reaction prediction with 1.9M reactions from USPTO patents (1976-2016). Predict the product of the given reaction. (1) Given the reactants [NH2:1][C:2]1[CH:11]=[CH:10][C:5]([C:6]([O:8][CH3:9])=[O:7])=[CH:4][C:3]=1[C:12]#[C:13][Si](C)(C)C.[F-].C([N+](CCCC)(CCCC)CCCC)CCC.C(O)(=O)C.O, predict the reaction product. The product is: [NH2:1][C:2]1[CH:11]=[CH:10][C:5]([C:6]([O:8][CH3:9])=[O:7])=[CH:4][C:3]=1[C:12]#[CH:13]. (2) The product is: [CH3:7][NH:8][C@@H:9]1[C:14]2[CH:15]=[CH:16][CH:17]=[CH:18][C:13]=2[C@H:12]([C:19]2[CH:20]=[CH:21][C:22]([Cl:26])=[C:23]([Cl:25])[CH:24]=2)[CH2:11][CH2:10]1.[ClH:27]. Given the reactants C(O)CC(C)C.[CH3:7][NH:8][C@@H:9]1[C:14]2[CH:15]=[CH:16][CH:17]=[CH:18][C:13]=2[C@H:12]([C:19]2[CH:20]=[CH:21][C:22]([Cl:26])=[C:23]([Cl:25])[CH:24]=2)[CH2:11][CH2:10]1.[ClH:27], predict the reaction product. (3) Given the reactants Cl[C:2]1[N:7]=[C:6]([C:8]([O:10][CH3:11])=[O:9])[CH:5]=[CH:4][C:3]=1[C:12]#[C:13][Si:14]([CH3:17])([CH3:16])[CH3:15].C(=O)([O-])[O-].[Cs+].[Cs+].[CH:24]1([NH2:28])[CH2:27][CH2:26][CH2:25]1, predict the reaction product. The product is: [CH:24]1([N:28]2[C:2]3=[N:7][C:6]([C:8]([O:10][CH3:11])=[O:9])=[CH:5][CH:4]=[C:3]3[CH:12]=[C:13]2[Si:14]([CH3:17])([CH3:16])[CH3:15])[CH2:27][CH2:26][CH2:25]1. (4) The product is: [NH2:33][C:23]1[C:22]([C:21]([F:20])([F:34])[F:35])=[CH:27][C:26]([C:28]([F:29])([F:30])[F:31])=[CH:25][C:24]=1[NH:32][C:16](=[O:18])[CH2:15][CH2:14][N:11]1[CH2:12][CH2:13][N:8]([C:6]([O:5][C:1]([CH3:2])([CH3:3])[CH3:4])=[O:7])[CH2:9][C:10]1=[O:19]. Given the reactants [C:1]([O:5][C:6]([N:8]1[CH2:13][CH2:12][N:11]([CH2:14][CH2:15][C:16]([OH:18])=O)[C:10](=[O:19])[CH2:9]1)=[O:7])([CH3:4])([CH3:3])[CH3:2].[F:20][C:21]([F:35])([F:34])[C:22]1[CH:27]=[C:26]([C:28]([F:31])([F:30])[F:29])[CH:25]=[C:24]([NH2:32])[C:23]=1[NH2:33].CN(C(ON1N=NC2C=CC=NC1=2)=[N+](C)C)C.F[P-](F)(F)(F)(F)F, predict the reaction product. (5) Given the reactants [F:1][C:2]1[CH:3]=[C:4]([C:8]2[CH:22]=[CH:21][C:11]([C:12]([NH:14][CH:15]3[CH2:20][CH2:19][NH:18][CH2:17][CH2:16]3)=[O:13])=[CH:10][N:9]=2)[CH:5]=[CH:6][CH:7]=1.Cl[C:24]1[N:32]=[CH:31][N:30]=[C:29]2[C:25]=1[N:26]=[CH:27][N:28]2[CH:33]([CH2:36][CH3:37])[CH2:34][OH:35].C(O)CCC.O, predict the reaction product. The product is: [F:1][C:2]1[CH:3]=[C:4]([C:8]2[CH:22]=[CH:21][C:11]([C:12]([NH:14][CH:15]3[CH2:16][CH2:17][N:18]([C:24]4[N:32]=[CH:31][N:30]=[C:29]5[C:25]=4[N:26]=[CH:27][N:28]5[CH:33]([CH2:34][OH:35])[CH2:36][CH3:37])[CH2:19][CH2:20]3)=[O:13])=[CH:10][N:9]=2)[CH:5]=[CH:6][CH:7]=1. (6) Given the reactants [OH:1][C@@H:2]1[CH2:7][CH2:6][C@H:5]([NH:8][C:9]2[CH:17]=[CH:16][C:15]([N+:18]([O-:20])=[O:19])=[CH:14][C:10]=2[C:11]([OH:13])=O)[CH2:4][CH2:3]1.[CH:21]1([CH2:27][NH2:28])[CH2:26][CH2:25][CH2:24][CH2:23][CH2:22]1.Cl.C(N=C=N)C.ON1C2C=CC=CC=2N=N1, predict the reaction product. The product is: [CH:21]1([CH2:27][NH:28][C:11](=[O:13])[C:10]2[CH:14]=[C:15]([N+:18]([O-:20])=[O:19])[CH:16]=[CH:17][C:9]=2[NH:8][C@H:5]2[CH2:4][CH2:3][C@@H:2]([OH:1])[CH2:7][CH2:6]2)[CH2:26][CH2:25][CH2:24][CH2:23][CH2:22]1. (7) Given the reactants [CH3:1][N:2]([CH2:4][CH2:5][N:6]1[C:20](=[O:21])[C:15]2=[CH:16][C:17]([NH2:19])=[CH:18][C:13]3[C:14]2=[C:9]([CH:10]=[CH:11][CH:12]=3)[C:7]1=[O:8])[CH3:3].[CH3:22][O:23][C:24]1[CH:29]=[CH:28][C:27]([CH2:30][C:31](Cl)=[O:32])=[CH:26][CH:25]=1, predict the reaction product. The product is: [CH3:22][O:23][C:24]1[CH:29]=[CH:28][C:27]([CH2:30][C:31]([NH:19][C:17]2[CH:18]=[C:13]3[CH:12]=[CH:11][CH:10]=[C:9]4[C:14]3=[C:15]([CH:16]=2)[C:20](=[O:21])[N:6]([CH2:5][CH2:4][N:2]([CH3:1])[CH3:3])[C:7]4=[O:8])=[O:32])=[CH:26][CH:25]=1.